This data is from Forward reaction prediction with 1.9M reactions from USPTO patents (1976-2016). The task is: Predict the product of the given reaction. (1) Given the reactants [Cl:1][C:2]1[CH:7]=[CH:6][C:5]([NH:8][C:9]2[C:14]3[N:15]([CH3:28])[C:16](=[O:27])[N:17]([CH2:18][C:19]4[CH:24]=[CH:23][C:22]([O:25][CH3:26])=[CH:21][CH:20]=4)[C:13]=3[CH:12]=[CH:11][CH:10]=2)=[CH:4][CH:3]=1.Br[CH:30]([CH3:32])[CH3:31].CN(C)C=O.[H-].[Na+], predict the reaction product. The product is: [Cl:1][C:2]1[CH:7]=[CH:6][C:5]([N:8]([C:9]2[C:14]3[N:15]([CH3:28])[C:16](=[O:27])[N:17]([CH2:18][C:19]4[CH:24]=[CH:23][C:22]([O:25][CH3:26])=[CH:21][CH:20]=4)[C:13]=3[CH:12]=[CH:11][CH:10]=2)[CH:30]([CH3:32])[CH3:31])=[CH:4][CH:3]=1. (2) Given the reactants FC(F)(F)C(O)=O.[CH2:8]1[C:11]2([CH2:16][CH2:15][N:14](C(OC(C)(C)C)=O)[CH2:13][CH2:12]2)[CH2:10][O:9]1.C(=O)([O-])O.[Na+], predict the reaction product. The product is: [CH2:8]1[C:11]2([CH2:16][CH2:15][NH:14][CH2:13][CH2:12]2)[CH2:10][O:9]1.